Dataset: Reaction yield outcomes from USPTO patents with 853,638 reactions. Task: Predict the reaction yield, written as a fraction of the theoretical maximum amount of product (1.0 means a 100% yield; for example, 0.34 means a 34% yield). (1) The reactants are [N+:1]([C:4]1[CH:5]=[C:6]2[C:10](=[CH:11][CH:12]=1)[NH:9][CH2:8][CH2:7]2)([O-:3])=[O:2].[C:13](O[C:13]([O:15][C:16]([CH3:19])([CH3:18])[CH3:17])=[O:14])([O:15][C:16]([CH3:19])([CH3:18])[CH3:17])=[O:14].C(N(CC)CC)C. The catalyst is CN(C)C1C=CN=CC=1.ClCCl. The product is [C:16]([O:15][C:13]([N:9]1[C:10]2[C:6](=[CH:5][C:4]([N+:1]([O-:3])=[O:2])=[CH:12][CH:11]=2)[CH2:7][CH2:8]1)=[O:14])([CH3:19])([CH3:18])[CH3:17]. The yield is 0.995. (2) The reactants are [CH3:1][NH:2][C:3]([N:5]1[C:13]2[C:8](=[CH:9][C:10]([O:14][C:15]3[CH:20]=[CH:19][N:18]=[C:17]([NH:21][C:22]([N:24]4[CH2:29][CH2:28][CH:27]([CH2:30][CH2:31][CH2:32][C:33]([O:35]CC)=[O:34])[CH2:26][CH2:25]4)=[O:23])[CH:16]=3)=[CH:11][CH:12]=2)[CH:7]=[CH:6]1)=[O:4].[OH-].[Li+].Cl. The catalyst is O1CCCC1.CO. The product is [CH3:1][NH:2][C:3]([N:5]1[C:13]2[C:8](=[CH:9][C:10]([O:14][C:15]3[CH:20]=[CH:19][N:18]=[C:17]([NH:21][C:22]([N:24]4[CH2:29][CH2:28][CH:27]([CH2:30][CH2:31][CH2:32][C:33]([OH:35])=[O:34])[CH2:26][CH2:25]4)=[O:23])[CH:16]=3)=[CH:11][CH:12]=2)[CH:7]=[CH:6]1)=[O:4]. The yield is 0.660. (3) The reactants are N12CCCN=C1CCCCC2.[CH3:12][O:13][C:14]1[CH:23]=[C:22]2[C:17]([N:18]=[CH:19][C:20]([S:24][CH2:25][CH2:26][N:27]3[CH2:32][CH2:31][CH:30]([N:33]([CH3:46])S(C4C=CC=CC=4[N+]([O-])=O)(=O)=O)[CH2:29][CH2:28]3)=[N:21]2)=[CH:16][CH:15]=1.SCCO. The catalyst is CN(C)C=O. The product is [CH3:12][O:13][C:14]1[CH:23]=[C:22]2[C:17]([N:18]=[CH:19][C:20]([S:24][CH2:25][CH2:26][N:27]3[CH2:28][CH2:29][CH:30]([NH:33][CH3:46])[CH2:31][CH2:32]3)=[N:21]2)=[CH:16][CH:15]=1. The yield is 0.620.